This data is from Reaction yield outcomes from USPTO patents with 853,638 reactions. The task is: Predict the reaction yield, written as a fraction of the theoretical maximum amount of product (1.0 means a 100% yield; for example, 0.34 means a 34% yield). The reactants are [C:1](Cl)(=[O:3])[CH3:2].[CH:5]([NH:8][C:9]1[C:14]([C:15]([NH:17][NH2:18])=[O:16])=[CH:13][N:12]=[C:11]([C:19]2[CH:24]=[CH:23][CH:22]=[C:21]([C:25]3[CH:26]=[N:27][N:28]([CH3:30])[CH:29]=3)[CH:20]=2)[N:10]=1)([CH3:7])[CH3:6]. The catalyst is C(Cl)Cl. The product is [C:1]([NH:18][NH:17][C:15]([C:14]1[C:9]([NH:8][CH:5]([CH3:7])[CH3:6])=[N:10][C:11]([C:19]2[CH:24]=[CH:23][CH:22]=[C:21]([C:25]3[CH:26]=[N:27][N:28]([CH3:30])[CH:29]=3)[CH:20]=2)=[N:12][CH:13]=1)=[O:16])(=[O:3])[CH3:2]. The yield is 0.740.